This data is from Peptide-MHC class II binding affinity with 134,281 pairs from IEDB. The task is: Regression. Given a peptide amino acid sequence and an MHC pseudo amino acid sequence, predict their binding affinity value. This is MHC class II binding data. (1) The peptide sequence is PAADKFKTFEAAFTS. The MHC is HLA-DQA10102-DQB10502 with pseudo-sequence HLA-DQA10102-DQB10502. The binding affinity (normalized) is 0. (2) The peptide sequence is KNPLKFDNTYFTELL. The MHC is DRB1_1201 with pseudo-sequence DRB1_1201. The binding affinity (normalized) is 0.253. (3) The peptide sequence is LGQQQPFPPQQPYPQ. The MHC is HLA-DQA10501-DQB10301 with pseudo-sequence HLA-DQA10501-DQB10301. The binding affinity (normalized) is 0.200. (4) The peptide sequence is TAAINKGILVTVNPI. The MHC is DRB4_0101 with pseudo-sequence DRB4_0103. The binding affinity (normalized) is 0.499. (5) The peptide sequence is GCNRLKRMAVSGDDC. The MHC is HLA-DQA10501-DQB10302 with pseudo-sequence HLA-DQA10501-DQB10302. The binding affinity (normalized) is 0.329. (6) The peptide sequence is NKSLGACPIRTQPRWNYYDSFSAVSEDNLGF. The MHC is DRB1_1101 with pseudo-sequence DRB1_1101. The binding affinity (normalized) is 0.476. (7) The peptide sequence is EAKYWCPDSMEYNCP. The MHC is DRB1_0901 with pseudo-sequence DRB1_0901. The binding affinity (normalized) is 0.395.